Task: Predict which catalyst facilitates the given reaction.. Dataset: Catalyst prediction with 721,799 reactions and 888 catalyst types from USPTO (1) Reactant: [CH:1]([C:5]1[CH:11]=[CH:10][CH:9]=[CH:8][C:6]=1[NH2:7])([CH2:3][CH3:4])[CH3:2].[Br:12]N1C(=O)CCC1=O. Product: [CH:1]([C:5]1[CH:11]=[CH:10][CH:9]=[C:8]([Br:12])[C:6]=1[NH2:7])([CH2:3][CH3:4])[CH3:2]. The catalyst class is: 48. (2) Reactant: [CH2:1]([O:8][C:9]1[CH:10]=[C:11]([NH:15][C:16]2[N:21]=[CH:20][C:19](Br)=[CH:18][N:17]=2)[CH:12]=[CH:13][CH:14]=1)[C:2]1[CH:7]=[CH:6][CH:5]=[CH:4][CH:3]=1.[Cl:23][C:24]1[CH:25]=[C:26]([CH:28]=[CH:29][C:30]=1[Cl:31])[NH2:27].C1(P(C2C=CC=CC=2)C2C3OC4C(=CC=CC=4P(C4C=CC=CC=4)C4C=CC=CC=4)C(C)(C)C=3C=CC=2)C=CC=CC=1.C(=O)([O-])[O-].[Cs+].[Cs+]. Product: [CH2:1]([O:8][C:9]1[CH:10]=[C:11]([NH:15][C:16]2[N:21]=[CH:20][C:19]([NH:27][C:26]3[CH:28]=[CH:29][C:30]([Cl:31])=[C:24]([Cl:23])[CH:25]=3)=[CH:18][N:17]=2)[CH:12]=[CH:13][CH:14]=1)[C:2]1[CH:7]=[CH:6][CH:5]=[CH:4][CH:3]=1. The catalyst class is: 155. (3) Reactant: [C:1]([O:5][C:6](=[O:35])[NH:7][C@H:8]([C:10]1[CH:15]=[CH:14][C:13]([C:16]([CH:18]2[CH2:21][N:20]([CH:22]([C:29]3[CH:34]=[CH:33][CH:32]=[CH:31][CH:30]=3)[C:23]3[CH:28]=[CH:27][CH:26]=[CH:25][CH:24]=3)[CH2:19]2)=[O:17])=[CH:12][CH:11]=1)[CH3:9])([CH3:4])([CH3:3])[CH3:2].[BH4-].[Na+].O. Product: [C:1]([O:5][C:6](=[O:35])[NH:7][C@H:8]([C:10]1[CH:15]=[CH:14][C:13]([CH:16]([CH:18]2[CH2:19][N:20]([CH:22]([C:23]3[CH:24]=[CH:25][CH:26]=[CH:27][CH:28]=3)[C:29]3[CH:34]=[CH:33][CH:32]=[CH:31][CH:30]=3)[CH2:21]2)[OH:17])=[CH:12][CH:11]=1)[CH3:9])([CH3:2])([CH3:3])[CH3:4]. The catalyst class is: 83. (4) Reactant: [Cl:1][C:2]1[C:10]2[C:5](=[CH:6][C:7]([S:11]([N:14]3[CH2:19][C:18](=[O:20])[N:17]([CH2:21][CH:22]4[CH2:27][CH2:26][N:25]([C:28]5[CH:33]=[CH:32][C:31](=[O:34])[N:30]([CH3:35])[N:29]=5)[CH2:24][CH2:23]4)[CH:16]([C:36]([OH:38])=O)[CH2:15]3)(=[O:13])=[O:12])=[CH:8][CH:9]=2)[NH:4][CH:3]=1.F[B-](F)(F)F.N1(OC(N(C)C)=[N+](C)C)C2C=CC=CC=2N=N1.[CH3:61][O:62][CH2:63][CH2:64][NH2:65]. Product: [CH3:61][O:62][CH2:63][CH2:64][NH:65][C:36]([C@@H:16]1[CH2:15][N:14]([S:11]([C:7]2[CH:6]=[C:5]3[C:10]([C:2]([Cl:1])=[CH:3][NH:4]3)=[CH:9][CH:8]=2)(=[O:13])=[O:12])[CH2:19][C:18](=[O:20])[N:17]1[CH2:21][CH:22]1[CH2:23][CH2:24][N:25]([C:28]2[CH:33]=[CH:32][C:31](=[O:34])[N:30]([CH3:35])[N:29]=2)[CH2:26][CH2:27]1)=[O:38]. The catalyst class is: 9. (5) Reactant: [Si:1]([O:8][CH2:9][CH:10]=O)([C:4]([CH3:7])([CH3:6])[CH3:5])([CH3:3])[CH3:2].Cl.[NH2:13][C@@H:14]1[CH2:19][CH2:18][CH2:17][N:16]([C:20]2[C:25]([Br:26])=[CH:24][N:23]=[C:22]3[NH:27][CH:28]=[C:29]([NH:30][C:31](=[O:40])[C:32]4[CH:37]=[CH:36][C:35]([F:38])=[C:34]([Cl:39])[CH:33]=4)[C:21]=23)[CH2:15]1.CCN(C(C)C)C(C)C.C(OC)(OC)OC.[BH4-].[Na+].C([O-])(O)=O.[Na+]. Product: [Br:26][C:25]1[C:20]([N:16]2[CH2:17][CH2:18][CH2:19][C@@H:14]([NH:13][CH2:10][CH2:9][O:8][Si:1]([C:4]([CH3:5])([CH3:6])[CH3:7])([CH3:2])[CH3:3])[CH2:15]2)=[C:21]2[C:29]([NH:30][C:31](=[O:40])[C:32]3[CH:37]=[CH:36][C:35]([F:38])=[C:34]([Cl:39])[CH:33]=3)=[CH:28][NH:27][C:22]2=[N:23][CH:24]=1. The catalyst class is: 100. (6) Reactant: [Br:1][C:2]1[CH:7]=[CH:6][C:5]([NH:8][C:9]([NH:11][NH:12][C:13](=O)[CH2:14][C@@H:15]2[CH2:19][CH2:18][N:17]([C:20]([CH:22]3[CH2:24][CH2:23]3)=[O:21])[CH2:16]2)=[O:10])=[C:4]([C:26]([F:29])([F:28])[F:27])[CH:3]=1.C(=O)([O-])[O-].[K+].[K+]. The catalyst class is: 6. Product: [Br:1][C:2]1[CH:7]=[CH:6][C:5]([N:8]2[C:13]([CH2:14][C@@H:15]3[CH2:19][CH2:18][N:17]([C:20]([CH:22]4[CH2:24][CH2:23]4)=[O:21])[CH2:16]3)=[N:12][NH:11][C:9]2=[O:10])=[C:4]([C:26]([F:29])([F:28])[F:27])[CH:3]=1. (7) Reactant: CC1(C)[O:6][C:5](=[CH:7][C:8]([NH:10][CH2:11][C:12]2[CH:17]=[CH:16][C:15]([F:18])=[CH:14][CH:13]=2)=[O:9])[C:4](=[O:19])O1.[CH2:21]=[N:22][CH2:23][CH2:24][N:25]1[CH2:30][CH2:29][O:28][CH2:27][CH2:26]1. Product: [F:18][C:15]1[CH:14]=[CH:13][C:12]([CH2:11][NH:10][C:8]([C:7]2[CH2:21][N:22]([CH2:23][CH2:24][N:25]3[CH2:30][CH2:29][O:28][CH2:27][CH2:26]3)[C:4](=[O:19])[C:5]=2[OH:6])=[O:9])=[CH:17][CH:16]=1. The catalyst class is: 5. (8) Reactant: O=C1CCC(=O)N1[O:8][C:9]([CH:11]1[CH2:13][N:12]1[C:14]([C:27]1[CH:32]=[CH:31][CH:30]=[CH:29][CH:28]=1)([C:21]1[CH:26]=[CH:25][CH:24]=[CH:23][CH:22]=1)[C:15]1[CH:20]=[CH:19][CH:18]=[CH:17][CH:16]=1)=O.[CH2:33]([NH2:40])[C:34]1[CH:39]=[CH:38][CH:37]=[CH:36][CH:35]=1. Product: [CH2:33]([NH:40][C:9]([CH:11]1[CH2:13][N:12]1[C:14]([C:21]1[CH:26]=[CH:25][CH:24]=[CH:23][CH:22]=1)([C:15]1[CH:16]=[CH:17][CH:18]=[CH:19][CH:20]=1)[C:27]1[CH:28]=[CH:29][CH:30]=[CH:31][CH:32]=1)=[O:8])[C:34]1[CH:39]=[CH:38][CH:37]=[CH:36][CH:35]=1. The catalyst class is: 4.